The task is: Predict the reaction yield, written as a fraction of the theoretical maximum amount of product (1.0 means a 100% yield; for example, 0.34 means a 34% yield).. This data is from Reaction yield outcomes from USPTO patents with 853,638 reactions. (1) The reactants are [Cl:1][C:2]1[C:7]([C:8]#[N:9])=[CH:6][C:5]([F:10])=[C:4](Cl)[N:3]=1.[CH2:12]([NH2:17])[C:13]([CH3:16])([CH3:15])[CH3:14].C(N(CC)CC)C. The catalyst is C(#N)C. The product is [Cl:1][C:2]1[N:3]=[C:4]([NH:17][CH2:12][C:13]([CH3:16])([CH3:15])[CH3:14])[C:5]([F:10])=[CH:6][C:7]=1[C:8]#[N:9]. The yield is 0.870. (2) The reactants are Cl[CH2:2][CH:3]([OH:11])[CH2:4][N:5]1[CH2:10][CH2:9][O:8][CH2:7][CH2:6]1.[NH3:12]. The catalyst is CO. The product is [NH2:12][CH2:2][CH:3]([OH:11])[CH2:4][N:5]1[CH2:10][CH2:9][O:8][CH2:7][CH2:6]1. The yield is 0.910.